Dataset: Catalyst prediction with 721,799 reactions and 888 catalyst types from USPTO. Task: Predict which catalyst facilitates the given reaction. (1) Reactant: [Cl:1][C:2]1[C:6]([C:7]#[N:8])=[C:5]([C:9]2[CH:14]=[CH:13][C:12]([NH:15]C(=O)OC(C)(C)C)=[CH:11][CH:10]=2)[S:4][N:3]=1.C(O)(C(F)(F)F)=O. Product: [NH2:15][C:12]1[CH:11]=[CH:10][C:9]([C:5]2[S:4][N:3]=[C:2]([Cl:1])[C:6]=2[C:7]#[N:8])=[CH:14][CH:13]=1. The catalyst class is: 2. (2) Reactant: [Cl:1][C:2]1[CH:7]=[CH:6][CH:5]=[CH:4][C:3]=1[C:8]1[C:18]2[O:17][CH2:16][CH2:15][N:14](C(OC(C)(C)C)=O)[CH2:13][C:12]=2[CH:11]=[CH:10][CH:9]=1.C(OCC)(=O)C.Cl. Product: [ClH:1].[Cl:1][C:2]1[CH:7]=[CH:6][CH:5]=[CH:4][C:3]=1[C:8]1[C:18]2[O:17][CH2:16][CH2:15][NH:14][CH2:13][C:12]=2[CH:11]=[CH:10][CH:9]=1. The catalyst class is: 13.